This data is from Forward reaction prediction with 1.9M reactions from USPTO patents (1976-2016). The task is: Predict the product of the given reaction. (1) Given the reactants [O:1]=[C:2]1[NH:7][C:6](=[O:8])[C:5]([C:9]([O:11][CH2:12][CH3:13])=[O:10])=[CH:4][N:3]1[C:14]1[CH:19]=[CH:18][C:17]([N:20]2[CH2:24][CH2:23][O:22][C:21]2=[O:25])=[CH:16][CH:15]=1.[CH3:26][C:27]1[C:34]([C:35]([F:38])([F:37])[F:36])=[CH:33][CH:32]=[CH:31][C:28]=1[CH2:29]Br, predict the reaction product. The product is: [CH3:26][C:27]1[C:34]([C:35]([F:36])([F:38])[F:37])=[CH:33][CH:32]=[CH:31][C:28]=1[CH2:29][N:7]1[C:6](=[O:8])[C:5]([C:9]([O:11][CH2:12][CH3:13])=[O:10])=[CH:4][N:3]([C:14]2[CH:15]=[CH:16][C:17]([N:20]3[CH2:24][CH2:23][O:22][C:21]3=[O:25])=[CH:18][CH:19]=2)[C:2]1=[O:1]. (2) The product is: [F:8][C:5]1[CH:6]=[CH:7][C:2]([C:16](=[O:20])[CH:17]=[CH:18][CH3:19])=[CH:3][CH:4]=1. Given the reactants Br[C:2]1[CH:7]=[CH:6][C:5]([F:8])=[CH:4][CH:3]=1.[Li]CCCC.[Li+].[Cl-].[C:16](Cl)(=[O:20])/[CH:17]=[CH:18]/[CH3:19], predict the reaction product. (3) The product is: [C:26]([C:25]1[CH:28]=[CH:29][C:22]([O:21][CH2:20][C@@H:18]([OH:17])[CH2:19][N:7]2[CH2:6][CH:5]3[O:9][CH:1]([CH2:2][N:3]([C:10]([O:12][C:13]([CH3:16])([CH3:15])[CH3:14])=[O:11])[CH2:4]3)[CH2:8]2)=[CH:23][CH:24]=1)#[N:27]. Given the reactants [CH:1]12[O:9][CH:5]([CH2:6][NH:7][CH2:8]1)[CH2:4][N:3]([C:10]([O:12][C:13]([CH3:16])([CH3:15])[CH3:14])=[O:11])[CH2:2]2.[O:17]1[CH2:19][C@H:18]1[CH2:20][O:21][C:22]1[CH:29]=[CH:28][C:25]([C:26]#[N:27])=[CH:24][CH:23]=1, predict the reaction product. (4) Given the reactants [Si:1]([O:8][CH:9]([CH:12]1[O:17][CH2:16][C:15](=O)[CH2:14][CH2:13]1)[CH2:10][CH3:11])([C:4]([CH3:7])([CH3:6])[CH3:5])([CH3:3])[CH3:2].Cl.[CH3:20][NH2:21].[C-]#N.[Na+].C(=O)(O)[O-].[Na+].[C:30](O[C:30]([O:32][C:33]([CH3:36])([CH3:35])[CH3:34])=[O:31])([O:32][C:33]([CH3:36])([CH3:35])[CH3:34])=[O:31].C([N:47]([CH2:50]C)CC)C, predict the reaction product. The product is: [C:33]([O:32][C:30](=[O:31])[NH:21][CH2:20][C:15]1([C:50]#[N:47])[CH2:14][CH2:13][CH:12]([CH:9]([O:8][Si:1]([C:4]([CH3:7])([CH3:6])[CH3:5])([CH3:3])[CH3:2])[CH2:10][CH3:11])[O:17][CH2:16]1)([CH3:36])([CH3:35])[CH3:34]. (5) Given the reactants [Br:1][C:2]1[CH:10]=[CH:9][C:5]([C:6]([OH:8])=O)=[CH:4][C:3]=1[O:11][CH2:12][C:13]([F:16])([F:15])[F:14].Cl.[F:18][CH:19]1[CH2:22][NH:21][CH2:20]1, predict the reaction product. The product is: [Br:1][C:2]1[CH:10]=[CH:9][C:5]([C:6]([N:21]2[CH2:22][CH:19]([F:18])[CH2:20]2)=[O:8])=[CH:4][C:3]=1[O:11][CH2:12][C:13]([F:16])([F:15])[F:14].